From a dataset of Catalyst prediction with 721,799 reactions and 888 catalyst types from USPTO. Predict which catalyst facilitates the given reaction. (1) Reactant: Cl[C:2]1[CH:7]=[C:6]([O:8][C:9]2[C:14]([F:15])=[CH:13][C:12]([NH:16][C:17]([C:19]3([C:22]([NH:24][C:25]4[CH:30]=[CH:29][C:28]([F:31])=[CH:27][CH:26]=4)=[O:23])[CH2:21][CH2:20]3)=[O:18])=[C:11]([F:32])[CH:10]=2)[CH:5]=[CH:4][N:3]=1.[CH3:33][C:34]([CH3:39])([CH3:38])[C:35]([NH2:37])=[O:36].CC1(C)C2C(=C(P(C3C=CC=CC=3)C3C=CC=CC=3)C=CC=2)OC2C(P(C3C=CC=CC=3)C3C=CC=CC=3)=CC=CC1=2.C(=O)([O-])[O-].[Cs+].[Cs+]. Product: [F:32][C:11]1[CH:10]=[C:9]([O:8][C:6]2[CH:5]=[CH:4][N:3]=[C:2]([NH:37][C:35](=[O:36])[C:34]([CH3:39])([CH3:38])[CH3:33])[CH:7]=2)[C:14]([F:15])=[CH:13][C:12]=1[NH:16][C:17]([C:19]1([C:22]([NH:24][C:25]2[CH:30]=[CH:29][C:28]([F:31])=[CH:27][CH:26]=2)=[O:23])[CH2:21][CH2:20]1)=[O:18]. The catalyst class is: 231. (2) Reactant: COC1N=CC(C2N=C(C)NC=2CCCC[N:18]2[C:26](=[O:27])[C:25]3[C:20](=[CH:21][CH:22]=[CH:23][CH:24]=3)[C:19]2=[O:28])=CC=1.COC1C=CC(C2N=C(C)NC=2)=CN=1.C(=O)([O-])[O-].[K+].[K+].BrCCCCN1C(=O)C2=CC=CC=C2C1=O. Product: [C:19]1(=[O:28])[C:20]2[C:25](=[CH:24][CH:23]=[CH:22][CH:21]=2)[C:26](=[O:27])[NH:18]1. The catalyst class is: 3. (3) Reactant: [CH3:1][O:2][C:3]1[CH:16]=[C:15]([O:17][CH3:18])[CH:14]=[CH:13][C:4]=1[CH2:5][NH:6][C:7]1[CH:12]=[CH:11][N:10]=[CH:9][N:8]=1.[F:19][C:20]1[CH:25]=[CH:24][C:23]([S:26](Cl)(=[O:28])=[O:27])=[CH:22][C:21]=1[CH3:30].N12CCN(CC1)CC2. Product: [CH3:1][O:2][C:3]1[CH:16]=[C:15]([O:17][CH3:18])[CH:14]=[CH:13][C:4]=1[CH2:5][N:6]([C:7]1[CH:12]=[CH:11][N:10]=[CH:9][N:8]=1)[S:26]([C:23]1[CH:24]=[CH:25][C:20]([F:19])=[C:21]([CH3:30])[CH:22]=1)(=[O:27])=[O:28]. The catalyst class is: 1.